From a dataset of Full USPTO retrosynthesis dataset with 1.9M reactions from patents (1976-2016). Predict the reactants needed to synthesize the given product. (1) Given the product [OH:2][C:3]1[CH:4]=[CH:5][C:6]([NH:9][C:10]2[CH:11]=[CH:12][CH:13]=[C:14]3[C:19]=2[CH:18]=[C:17]([C:20]([O:22][CH3:23])=[O:21])[CH:16]=[CH:15]3)=[CH:7][CH:8]=1, predict the reactants needed to synthesize it. The reactants are: C[O:2][C:3]1[CH:8]=[CH:7][C:6]([NH:9][C:10]2[CH:11]=[CH:12][CH:13]=[C:14]3[C:19]=2[CH:18]=[C:17]([C:20]([O:22][CH3:23])=[O:21])[CH:16]=[CH:15]3)=[CH:5][CH:4]=1.B(Br)(Br)Br. (2) The reactants are: CCN(S(F)(F)[F:7])CC.O[CH:11]1[CH2:15][N:14]([C:16]([O:18][CH2:19][C:20]2[CH:25]=[CH:24][CH:23]=[CH:22][CH:21]=2)=[O:17])[C@H:13]([C:26]([O:28][CH2:29][CH3:30])=[O:27])[CH:12]1[CH3:31]. Given the product [F:7][CH:11]1[CH2:15][N:14]([C:16]([O:18][CH2:19][C:20]2[CH:25]=[CH:24][CH:23]=[CH:22][CH:21]=2)=[O:17])[C@H:13]([C:26]([O:28][CH2:29][CH3:30])=[O:27])[CH:12]1[CH3:31], predict the reactants needed to synthesize it. (3) Given the product [Cl:1][C:2]1[CH:3]=[C:4]([C:9]([C:22]([F:25])([F:23])[F:24])=[CH:10][C:11]([C:13]2[CH:21]=[CH:20][C:16]([C:17]([NH:19][CH:27]3[CH2:28][CH2:29][CH2:30][O:26]3)=[O:18])=[CH:15][CH:14]=2)=[O:12])[CH:5]=[C:6]([Cl:8])[CH:7]=1, predict the reactants needed to synthesize it. The reactants are: [Cl:1][C:2]1[CH:3]=[C:4]([C:9]([C:22]([F:25])([F:24])[F:23])=[CH:10][C:11]([C:13]2[CH:21]=[CH:20][C:16]([C:17]([NH2:19])=[O:18])=[CH:15][CH:14]=2)=[O:12])[CH:5]=[C:6]([Cl:8])[CH:7]=1.[O:26]1[CH:30]=[CH:29][CH2:28][CH2:27]1.O.C1(C)C=CC(S(O)(=O)=O)=CC=1. (4) The reactants are: [Br:1][C:2]1[CH:3]=[CH:4][C:5]([F:16])=[C:6]([C@@:8]2([CH3:15])[NH:13][C:12](=S)[CH2:11][O:10][CH2:9]2)[CH:7]=1.[NH3:17].C(OO)(C)(C)C. Given the product [Br:1][C:2]1[CH:3]=[CH:4][C:5]([F:16])=[C:6]([C@:8]2([CH3:15])[CH2:9][O:10][CH2:11][C:12]([NH2:17])=[N:13]2)[CH:7]=1, predict the reactants needed to synthesize it. (5) Given the product [CH2:6]([O:8][CH2:9][N:10]1[C:14]([B:19]2[O:23][C:22]([CH3:25])([CH3:24])[C:21]([CH3:27])([CH3:26])[O:20]2)=[CH:13][CH:12]=[N:11]1)[CH3:7], predict the reactants needed to synthesize it. The reactants are: C([Li])CCC.[CH2:6]([O:8][CH2:9][N:10]1[CH:14]=[CH:13][CH:12]=[N:11]1)[CH3:7].C(O[B:19]1[O:23][C:22]([CH3:25])([CH3:24])[C:21]([CH3:27])([CH3:26])[O:20]1)(C)C.[Cl-].[NH4+].Cl. (6) Given the product [Cl:27][C:21]1[CH:22]=[C:23]([Cl:26])[CH:24]=[CH:25][C:20]=1[CH2:19][CH2:18][O:17][C:7]1[CH:6]=[C:5]([CH:10]=[C:9]([O:11][CH2:12][CH3:13])[C:8]=1[O:14][CH2:15][CH3:16])[C:4]([OH:28])=[O:3], predict the reactants needed to synthesize it. The reactants are: C([O:3][C:4](=[O:28])[C:5]1[CH:10]=[C:9]([O:11][CH2:12][CH3:13])[C:8]([O:14][CH2:15][CH3:16])=[C:7]([O:17][CH2:18][CH2:19][C:20]2[CH:25]=[CH:24][C:23]([Cl:26])=[CH:22][C:21]=2[Cl:27])[CH:6]=1)C.O.[OH-].[Na+].Cl. (7) Given the product [F:31][C:30]([F:33])([F:32])[C:28]([OH:34])=[O:29].[Cl:25][C:21]1[C:20]([F:26])=[C:19]([CH:24]=[CH:23][CH:22]=1)[CH2:18][NH:17][C:16]([C@@H:9]1[C@H:10]([N:13]=[N+:14]=[N-:15])[CH2:11][CH2:12][NH:8]1)=[O:27], predict the reactants needed to synthesize it. The reactants are: C(OC([N:8]1[CH2:12][CH2:11][C@@H:10]([N:13]=[N+:14]=[N-:15])[C@H:9]1[C:16](=[O:27])[NH:17][CH2:18][C:19]1[CH:24]=[CH:23][CH:22]=[C:21]([Cl:25])[C:20]=1[F:26])=O)(C)(C)C.[C:28]([OH:34])([C:30]([F:33])([F:32])[F:31])=[O:29].CO.